Dataset: Blood-brain barrier penetration binary classification data from Martins et al.. Task: Regression/Classification. Given a drug SMILES string, predict its absorption, distribution, metabolism, or excretion properties. Task type varies by dataset: regression for continuous measurements (e.g., permeability, clearance, half-life) or binary classification for categorical outcomes (e.g., BBB penetration, CYP inhibition). Dataset: bbb_martins. (1) The compound is CN(C)CCC1(C)OCCC2=C1c1ccccc1C2. The result is 1 (penetrates BBB). (2) The molecule is CCOC(=O)N(Cc1ccccc1)C1CC1. The result is 1 (penetrates BBB).